Dataset: Full USPTO retrosynthesis dataset with 1.9M reactions from patents (1976-2016). Task: Predict the reactants needed to synthesize the given product. The reactants are: [N:1]([C@@H:4]([C@H:31]([C:39]1[CH:44]=[C:43]([F:45])[CH:42]=[C:41]([F:46])[CH:40]=1)[C:32]1[CH:37]=[CH:36][C:35]([F:38])=[CH:34][CH:33]=1)[C:5]([NH:7][C:8]1[CH:13]=[CH:12][CH:11]=[C:10]([F:14])[C:9]=1[CH2:15][CH2:16][CH:17]1[CH2:19][N@@:18]1[S:20]([C:23]1[CH:28]=[CH:27][C:26]([O:29][CH3:30])=[CH:25][CH:24]=1)(=[O:22])=[O:21])=[O:6])=[N+:2]=[N-:3].[NH2:47][CH2:48][C@H:49]([OH:51])[CH3:50]. Given the product [N:1]([C@@H:4]([C@H:31]([C:39]1[CH:40]=[C:41]([F:46])[CH:42]=[C:43]([F:45])[CH:44]=1)[C:32]1[CH:33]=[CH:34][C:35]([F:38])=[CH:36][CH:37]=1)[C:5]([NH:7][C:8]1[CH:13]=[CH:12][CH:11]=[C:10]([F:14])[C:9]=1[CH2:15][CH2:16][C@H:17]([NH:18][S:20]([C:23]1[CH:24]=[CH:25][C:26]([O:29][CH3:30])=[CH:27][CH:28]=1)(=[O:21])=[O:22])[CH2:19][NH:47][CH2:48][C@@H:49]([OH:51])[CH3:50])=[O:6])=[N+:2]=[N-:3], predict the reactants needed to synthesize it.